From a dataset of NCI-60 drug combinations with 297,098 pairs across 59 cell lines. Regression. Given two drug SMILES strings and cell line genomic features, predict the synergy score measuring deviation from expected non-interaction effect. Drug 1: CC(C1=C(C=CC(=C1Cl)F)Cl)OC2=C(N=CC(=C2)C3=CN(N=C3)C4CCNCC4)N. Drug 2: C(CN)CNCCSP(=O)(O)O. Cell line: MALME-3M. Synergy scores: CSS=-0.508, Synergy_ZIP=-2.32, Synergy_Bliss=-7.13, Synergy_Loewe=-11.2, Synergy_HSA=-7.38.